Task: Predict the product of the given reaction.. Dataset: Forward reaction prediction with 1.9M reactions from USPTO patents (1976-2016) (1) Given the reactants [Br:1][C:2]1[CH:7]=[CH:6][C:5]([OH:8])=[CH:4][C:3]=1[CH:9]([CH3:11])[CH3:10].N1C=CN=C1.Cl[Si:18]([CH:25]([CH3:27])[CH3:26])([CH:22]([CH3:24])[CH3:23])[CH:19]([CH3:21])[CH3:20], predict the reaction product. The product is: [Br:1][C:2]1[CH:7]=[CH:6][C:5]([O:8][Si:18]([CH:25]([CH3:27])[CH3:26])([CH:22]([CH3:24])[CH3:23])[CH:19]([CH3:21])[CH3:20])=[CH:4][C:3]=1[CH:9]([CH3:11])[CH3:10]. (2) Given the reactants [Cl:1][C:2]1[C:13]([N+:14]([O-:16])=[O:15])=[CH:12][C:11]([N+:17]([O-:19])=[O:18])=[CH:10][C:3]=1[C:4]([NH:6][CH2:7][CH2:8][OH:9])=[O:5].[O:20]1[CH:25]=[CH:24][CH2:23][CH2:22][CH2:21]1.C1(C)C=CC(S(O)(=O)=O)=CC=1, predict the reaction product. The product is: [Cl:1][C:2]1[C:13]([N+:14]([O-:16])=[O:15])=[CH:12][C:11]([N+:17]([O-:19])=[O:18])=[CH:10][C:3]=1[C:4]([NH:6][CH2:7][CH2:8][O:9][CH:21]1[CH2:22][CH2:23][CH2:24][CH2:25][O:20]1)=[O:5]. (3) The product is: [CH2:1]([O:8][C:9]([N:11]1[CH2:16][CH2:15][CH:14]([C:17]2[NH:25][C:20]3[CH:21]=[CH:22][CH:23]=[CH:24][C:19]=3[N:18]=2)[CH2:13][CH2:12]1)=[O:10])[C:2]1[CH:7]=[CH:6][CH:5]=[CH:4][CH:3]=1. Given the reactants [CH2:1]([O:8][C:9]([N:11]1[CH2:16][CH2:15][CH:14]([C:17](=O)[NH:18][C:19]2[CH:24]=[CH:23][CH:22]=[CH:21][C:20]=2[NH2:25])[CH2:13][CH2:12]1)=[O:10])[C:2]1[CH:7]=[CH:6][CH:5]=[CH:4][CH:3]=1, predict the reaction product. (4) The product is: [CH2:1]([N:8]1[C:20]2[CH:19]=[CH:18][C:17]([C:21]([OH:23])=[O:22])=[CH:16][C:15]=2[C:14]2[C:9]1=[CH:10][C:11]([C:29]1[C:30]([CH3:35])=[N:31][O:32][C:33]=1[CH3:34])=[CH:12][C:13]=2[C:26](=[O:28])[NH2:27])[C:2]1[CH:3]=[CH:4][CH:5]=[CH:6][CH:7]=1. Given the reactants [CH2:1]([N:8]1[C:20]2[CH:19]=[CH:18][C:17]([C:21]([O:23]CC)=[O:22])=[CH:16][C:15]=2[C:14]2[C:9]1=[CH:10][C:11]([C:29]1[C:30]([CH3:35])=[N:31][O:32][C:33]=1[CH3:34])=[CH:12][C:13]=2[C:26](=[O:28])[NH2:27])[C:2]1[CH:7]=[CH:6][CH:5]=[CH:4][CH:3]=1.[OH-].[Na+], predict the reaction product. (5) Given the reactants Br[C:2]1[CH:3]=[C:4]([CH:21]=[CH:22][CH:23]=1)[O:5][C:6]1[CH:20]=[CH:19][C:9]2[N:10]3[CH2:18][CH2:17][CH2:16][C:11]3=[N:12][S:13](=[O:15])(=[O:14])[C:8]=2[CH:7]=1.C([Sn](CCCC)(CCCC)[C:29]1[O:30][CH:31]=[CH:32][CH:33]=1)CCC, predict the reaction product. The product is: [O:30]1[CH:31]=[CH:32][CH:33]=[C:29]1[C:2]1[CH:3]=[C:4]([CH:21]=[CH:22][CH:23]=1)[O:5][C:6]1[CH:20]=[CH:19][C:9]2[N:10]3[CH2:18][CH2:17][CH2:16][C:11]3=[N:12][S:13](=[O:15])(=[O:14])[C:8]=2[CH:7]=1. (6) Given the reactants C1(=O)O[CH:4]=[CH:3]O1.[C:7]1([CH3:16])[CH:12]=[CH:11][C:10]([C:13]([NH2:15])=[O:14])=[CH:9][CH:8]=1, predict the reaction product. The product is: [CH3:16][C:7]1[CH:12]=[CH:11][C:10]([C:13]2[O:14][CH:3]=[CH:4][N:15]=2)=[CH:9][CH:8]=1. (7) Given the reactants [F:1][C:2]([F:26])([F:25])[C:3]1[CH:20]=[C:19]([C:21]([F:24])([F:23])[F:22])[CH:18]=[CH:17][C:4]=1[CH2:5][O:6][C:7]1[CH:14]=[CH:13][C:10]([CH:11]=O)=[CH:9][C:8]=1[O:15][CH3:16].[NH:27]=[C:28]1[N:32]([C:33]([C:35]2[CH:40]=[CH:39][CH:38]=[CH:37][CH:36]=2)=[O:34])[C:31](=[O:41])[NH:30][CH2:29]1.N1CCCCC1, predict the reaction product. The product is: [F:1][C:2]([F:25])([F:26])[C:3]1[CH:20]=[C:19]([C:21]([F:24])([F:23])[F:22])[CH:18]=[CH:17][C:4]=1[CH2:5][O:6][C:7]1[CH:14]=[CH:13][C:10](/[CH:11]=[C:29]2\[NH:30][C:31](=[O:41])[N:32]([C:33]([C:35]3[CH:40]=[CH:39][CH:38]=[CH:37][CH:36]=3)=[O:34])[C:28]\2=[NH:27])=[CH:9][C:8]=1[O:15][CH3:16].